This data is from Reaction yield outcomes from USPTO patents with 853,638 reactions. The task is: Predict the reaction yield, written as a fraction of the theoretical maximum amount of product (1.0 means a 100% yield; for example, 0.34 means a 34% yield). The reactants are Br[C:2]1[CH:3]=[C:4]([O:10][CH2:11][C:12]([F:15])([F:14])[F:13])[C:5](=[O:9])[N:6]([CH3:8])[CH:7]=1.[F:16][C:17]1[CH:44]=[C:43]([F:45])[CH:42]=[CH:41][C:18]=1[O:19][C:20]1[CH:25]=[CH:24][C:23]([NH:26][S:27]([CH2:30][CH3:31])(=[O:29])=[O:28])=[CH:22][C:21]=1B1OC(C)(C)C(C)(C)O1.[O-]P([O-])([O-])=O.[K+].[K+].[K+]. The catalyst is O1CCOCC1.O.C1C=CC(P(C2C=CC=CC=2)[C-]2C=CC=C2)=CC=1.C1C=CC(P(C2C=CC=CC=2)[C-]2C=CC=C2)=CC=1.Cl[Pd]Cl.[Fe+2]. The product is [F:16][C:17]1[CH:44]=[C:43]([F:45])[CH:42]=[CH:41][C:18]=1[O:19][C:20]1[CH:21]=[CH:22][C:23]([NH:26][S:27]([CH2:30][CH3:31])(=[O:28])=[O:29])=[CH:24][C:25]=1[C:2]1[CH:3]=[C:4]([O:10][CH2:11][C:12]([F:15])([F:14])[F:13])[C:5](=[O:9])[N:6]([CH3:8])[CH:7]=1. The yield is 0.110.